This data is from Forward reaction prediction with 1.9M reactions from USPTO patents (1976-2016). The task is: Predict the product of the given reaction. (1) Given the reactants Cl.[CH2:2]([N:9]1[CH2:14][CH2:13][C@@H:12]([C:15]2[CH:20]=[CH:19][CH:18]=[CH:17][C:16]=2[F:21])[C@H:11]([N+:22]([O-])=O)[CH2:10]1)[C:3]1[CH:8]=[CH:7][CH:6]=[CH:5][CH:4]=1.[C:25](O[C:25]([O:27][C:28]([CH3:31])([CH3:30])[CH3:29])=[O:26])([O:27][C:28]([CH3:31])([CH3:30])[CH3:29])=[O:26], predict the reaction product. The product is: [C:28]([O:27][C:25](=[O:26])[NH:22][C@@H:11]1[C@@H:12]([C:15]2[CH:20]=[CH:19][CH:18]=[CH:17][C:16]=2[F:21])[CH2:13][CH2:14][N:9]([CH2:2][C:3]2[CH:8]=[CH:7][CH:6]=[CH:5][CH:4]=2)[CH2:10]1)([CH3:31])([CH3:30])[CH3:29]. (2) Given the reactants [Cl:1][C:2]1[CH:3]=[C:4]([C@@H:12]([CH2:22][CH:23]2[CH2:27][CH2:26][CH2:25][CH2:24]2)[C:13]([NH:15][C:16]2[CH:20]=[CH:19][N:18]([CH3:21])[N:17]=2)=[O:14])[CH:5]=[CH:6][C:7]=1[S:8]([CH3:11])(=[O:10])=[O:9].C(Cl)(=O)C(Cl)=O.N1C(C)=CC=CC=1C.NC1C=CN(C[C:49]#[C:50][CH2:51][OH:52])N=1, predict the reaction product. The product is: [Cl:1][C:2]1[CH:3]=[C:4]([C@@H:12]([CH2:22][CH:23]2[CH2:24][CH2:25][CH2:26][CH2:27]2)[C:13]([NH:15][C:16]2[CH:20]=[CH:19][N:18]([CH2:21][C:49]#[C:50][CH2:51][OH:52])[N:17]=2)=[O:14])[CH:5]=[CH:6][C:7]=1[S:8]([CH3:11])(=[O:10])=[O:9].